This data is from Catalyst prediction with 721,799 reactions and 888 catalyst types from USPTO. The task is: Predict which catalyst facilitates the given reaction. Reactant: [N:1]1([C:6]2[CH:14]=[CH:13][C:9]([C:10]([OH:12])=O)=[CH:8][CH:7]=2)[CH:5]=[CH:4][CH:3]=[CH:2]1.CN([C:18]([O:22]N1N=NC2C=CC=NC1=2)=[N+](C)C)C.F[P-](F)(F)(F)(F)F.C(N([CH:45]([CH3:47])C)CC)(C)C.Cl.C(O[C@@H:52]1[CH2:57][CH2:56][CH2:55][N:54]([CH2:58][C@@H:59]2[CH2:64][CH2:63][CH2:62][CH2:61][C@H:60]2[NH2:65])[CH2:53]1)C. Product: [CH2:45]([O:22][CH2:18][C@@H:52]1[CH2:57][CH2:56][CH2:55][N:54]([CH2:58][C@@H:59]2[CH2:64][CH2:63][CH2:62][CH2:61][C@H:60]2[NH:65][C:10](=[O:12])[C:9]2[CH:8]=[CH:7][C:6]([N:1]3[CH:2]=[CH:3][CH:4]=[CH:5]3)=[CH:14][CH:13]=2)[CH2:53]1)[CH3:47]. The catalyst class is: 3.